Dataset: Catalyst prediction with 721,799 reactions and 888 catalyst types from USPTO. Task: Predict which catalyst facilitates the given reaction. (1) The catalyst class is: 144. Product: [NH2:15]/[C:4](/[O:3][CH2:1][CH3:2])=[CH:5]\[C:6](=[O:11])[C:7]([F:10])([F:9])[F:8]. Reactant: [CH2:1]([O:3][C:4](OCC)=[CH:5][C:6](=[O:11])[C:7]([F:10])([F:9])[F:8])[CH3:2].[NH4+:15].[OH-]. (2) Reactant: C([O:5][C:6]([CH2:8][N:9]1[CH:13]=[CH:12][N:11]=[C:10]1[S:14][C:15]1[CH:39]=[CH:38][C:18]([NH:19][C:20]2[C:29]3[C:24](=[CH:25][CH:26]=[CH:27][C:28]=3[O:30][CH:31]3[CH2:36][CH2:35][N:34]([CH3:37])[CH2:33][CH2:32]3)[N:23]=[CH:22][N:21]=2)=[CH:17][C:16]=1[Cl:40])=[O:7])(C)(C)C.[ClH:41]. Product: [ClH:40].[ClH:41].[C:6]([CH2:8][N:9]1[CH:13]=[CH:12][N:11]=[C:10]1[S:14][C:15]1[CH:39]=[CH:38][C:18]([NH:19][C:20]2[C:29]3[C:24](=[CH:25][CH:26]=[CH:27][C:28]=3[O:30][CH:31]3[CH2:32][CH2:33][N:34]([CH3:37])[CH2:35][CH2:36]3)[N:23]=[CH:22][N:21]=2)=[CH:17][C:16]=1[Cl:40])([OH:7])=[O:5]. The catalyst class is: 12. (3) Reactant: [Cl:1][CH2:2][CH2:3][CH2:4][CH2:5][CH2:6][C:7]([NH:9][C:10]1[CH:15]=[CH:14][CH:13]=[CH:12][C:11]=1[OH:16])=O.O.C1(C)C=CC(S(O)(=O)=O)=CC=1. Product: [Cl:1][CH2:2][CH2:3][CH2:4][CH2:5][CH2:6][C:7]1[O:16][C:11]2[CH:12]=[CH:13][CH:14]=[CH:15][C:10]=2[N:9]=1. The catalyst class is: 11. (4) Reactant: [C:1]([O-:5])(=O)[CH:2]=[CH2:3].[NH2:6][CH2:7][CH2:8][N:9]([CH2:13][CH2:14][NH2:15])[CH2:10][CH2:11][NH2:12].Cl. Product: [CH2:7]([NH2:6])[CH2:8][N:9]([CH2:13][CH2:14][NH2:15])[CH2:10][CH2:11][NH2:12].[C:1]([NH2:6])(=[O:5])[CH:2]=[CH2:3]. The catalyst class is: 6. (5) Reactant: CS([N:5]1[C:27]2[C:22](=[CH:23][C:24]([Cl:28])=[CH:25][CH:26]=2)[C:7]2([CH2:11][CH2:10][N:9]([CH2:12]/[CH:13]=[CH:14]/[C:15]3[CH:20]=[CH:19][C:18]([Cl:21])=[CH:17][CH:16]=3)[CH2:8]2)[CH2:6]1)(=O)=O.[H-].COCCO[Al+]OCCOC.[Na+].[H-]. The catalyst class is: 11. Product: [Cl:28][C:24]1[CH:23]=[C:22]2[C:7]3([CH2:11][CH2:10][N:9]([CH2:12]/[CH:13]=[CH:14]/[C:15]4[CH:16]=[CH:17][C:18]([Cl:21])=[CH:19][CH:20]=4)[CH2:8]3)[CH2:6][NH:5][C:27]2=[CH:26][CH:25]=1. (6) Reactant: F[C:2]1[CH:3]=[C:4]([CH:7]=[CH:8][CH:9]=1)[C:5]#[N:6].[CH3:10][C:11]1[CH:12]=[C:13]([OH:17])[CH:14]=[CH:15][CH:16]=1.C(=O)([O-])[O-].[Cs+].[Cs+].Cl. Product: [CH3:10][C:11]1[CH:12]=[C:13]([CH:14]=[CH:15][CH:16]=1)[O:17][C:2]1[CH:3]=[C:4]([CH:7]=[CH:8][CH:9]=1)[C:5]#[N:6]. The catalyst class is: 3. (7) Product: [Cl-:4].[Br-:47].[Zn+2:1].[NH:53]1[CH2:58][CH2:57][NH:56][CH2:55][CH2:54]1. The catalyst class is: 7. Reactant: [Zn:1].C[Si](C)(C)[Cl:4].C1(CCC(=O)CCC)C=CC=CC=1.C(=O)C1C=CC=CC=1.CC(=O)CCC.C1(C=CC(=O)CCC)C=CC=CC=1.[Br:47]CC(OC)=O.[NH:53]1[CH2:58][CH2:57][NH:56][CH2:55][CH2:54]1. (8) Reactant: [NH2:1][CH2:2][C:3]1[CH:29]=[CH:28][CH:27]=[CH:26][C:4]=1[CH2:5][O:6][CH:7]1[CH:12]([C:13]2[CH:18]=[CH:17][CH:16]=[CH:15][CH:14]=2)[CH2:11][CH2:10][N:9]([C:19]([O:21][C:22]([CH3:25])([CH3:24])[CH3:23])=[O:20])[CH2:8]1.C(N(CC)CC)C.[C:37](O)(=[O:44])[C:38]1[CH:43]=[CH:42][CH:41]=[N:40][CH:39]=1.C(Cl)CCl. Product: [C:13]1([CH:12]2[CH2:11][CH2:10][N:9]([C:19]([O:21][C:22]([CH3:24])([CH3:25])[CH3:23])=[O:20])[CH2:8][CH:7]2[O:6][CH2:5][C:4]2[CH:26]=[CH:27][CH:28]=[CH:29][C:3]=2[CH2:2][NH:1][C:37]([C:38]2[CH:39]=[N:40][CH:41]=[CH:42][CH:43]=2)=[O:44])[CH:18]=[CH:17][CH:16]=[CH:15][CH:14]=1. The catalyst class is: 172. (9) Reactant: O.NN.[CH3:4][O:5][C:6]1[N:7]=[C:8]2[C:17](=[CH:18][CH:19]=1)[N:16]=[CH:15][C:14]1[O:13][CH2:12][CH:11]([C@H:20]3[CH2:25][CH2:24][C@H:23]([N:26]4C(=O)C5C(=CC=CC=5)C4=O)[CH2:22][CH2:21]3)[N:10]([CH3:37])[C:9]2=1. Product: [CH3:4][O:5][C:6]1[N:7]=[C:8]2[C:17](=[CH:18][CH:19]=1)[N:16]=[CH:15][C:14]1[O:13][CH2:12][CH:11]([C@H:20]3[CH2:25][CH2:24][C@H:23]([NH2:26])[CH2:22][CH2:21]3)[N:10]([CH3:37])[C:9]2=1. The catalyst class is: 8. (10) Reactant: C(=O)([O-])[O-].[Cs+].[Cs+].[I-].[K+].[OH:9][N:10]=[C:11]([C:16]1[CH:21]=[CH:20][CH:19]=[CH:18][CH:17]=1)[C:12]([NH:14][CH3:15])=[O:13].Cl[CH2:23][C:24]1[N:29]=[C:28]([NH:30][C:31](=[O:37])[O:32][C:33]([CH3:36])([CH3:35])[CH3:34])[CH:27]=[CH:26][CH:25]=1. Product: [CH3:15][NH:14][C:12](=[O:13])[C:11](=[N:10][O:9][CH2:23][C:24]1[N:29]=[C:28]([NH:30][C:31](=[O:37])[O:32][C:33]([CH3:35])([CH3:34])[CH3:36])[CH:27]=[CH:26][CH:25]=1)[C:16]1[CH:21]=[CH:20][CH:19]=[CH:18][CH:17]=1. The catalyst class is: 444.